Dataset: NCI-60 drug combinations with 297,098 pairs across 59 cell lines. Task: Regression. Given two drug SMILES strings and cell line genomic features, predict the synergy score measuring deviation from expected non-interaction effect. (1) Drug 1: C#CCC(CC1=CN=C2C(=N1)C(=NC(=N2)N)N)C3=CC=C(C=C3)C(=O)NC(CCC(=O)O)C(=O)O. Drug 2: C1CNP(=O)(OC1)N(CCCl)CCCl. Cell line: K-562. Synergy scores: CSS=3.00, Synergy_ZIP=-4.72, Synergy_Bliss=-10.5, Synergy_Loewe=-1.20, Synergy_HSA=-8.07. (2) Drug 1: C1CC(=O)NC(=O)C1N2CC3=C(C2=O)C=CC=C3N. Drug 2: C1=NC2=C(N1)C(=S)N=C(N2)N. Cell line: 786-0. Synergy scores: CSS=43.2, Synergy_ZIP=-2.60, Synergy_Bliss=-2.35, Synergy_Loewe=-14.3, Synergy_HSA=0.825. (3) Drug 1: C1=CN(C(=O)N=C1N)C2C(C(C(O2)CO)O)O.Cl. Drug 2: COCCOC1=C(C=C2C(=C1)C(=NC=N2)NC3=CC=CC(=C3)C#C)OCCOC.Cl. Cell line: RXF 393. Synergy scores: CSS=1.50, Synergy_ZIP=0.287, Synergy_Bliss=0.0903, Synergy_Loewe=-0.205, Synergy_HSA=-1.76. (4) Drug 1: C1CCC(C1)C(CC#N)N2C=C(C=N2)C3=C4C=CNC4=NC=N3. Drug 2: C1C(C(OC1N2C=NC3=C(N=C(N=C32)Cl)N)CO)O. Cell line: SK-MEL-2. Synergy scores: CSS=-2.34, Synergy_ZIP=1.91, Synergy_Bliss=4.02, Synergy_Loewe=-12.2, Synergy_HSA=-1.97. (5) Drug 1: CC1=C(C=C(C=C1)NC(=O)C2=CC=C(C=C2)CN3CCN(CC3)C)NC4=NC=CC(=N4)C5=CN=CC=C5. Drug 2: C1C(C(OC1N2C=NC(=NC2=O)N)CO)O. Cell line: HCT116. Synergy scores: CSS=23.5, Synergy_ZIP=-1.65, Synergy_Bliss=0.555, Synergy_Loewe=-14.5, Synergy_HSA=-0.298. (6) Drug 1: CCC1(C2=C(COC1=O)C(=O)N3CC4=CC5=C(C=CC(=C5CN(C)C)O)N=C4C3=C2)O.Cl. Drug 2: C(CCl)NC(=O)N(CCCl)N=O. Cell line: BT-549. Synergy scores: CSS=27.1, Synergy_ZIP=-7.07, Synergy_Bliss=-2.53, Synergy_Loewe=0.405, Synergy_HSA=0.865. (7) Drug 1: C1CCN(CC1)CCOC2=CC=C(C=C2)C(=O)C3=C(SC4=C3C=CC(=C4)O)C5=CC=C(C=C5)O. Drug 2: C1C(C(OC1N2C=C(C(=O)NC2=O)F)CO)O. Cell line: K-562. Synergy scores: CSS=25.3, Synergy_ZIP=-1.66, Synergy_Bliss=-7.70, Synergy_Loewe=-28.0, Synergy_HSA=-8.28. (8) Drug 1: COC1=C(C=C2C(=C1)N=CN=C2NC3=CC(=C(C=C3)F)Cl)OCCCN4CCOCC4. Drug 2: C(=O)(N)NO. Cell line: MDA-MB-231. Synergy scores: CSS=15.8, Synergy_ZIP=-5.33, Synergy_Bliss=-0.526, Synergy_Loewe=-20.0, Synergy_HSA=1.09. (9) Drug 1: C1=CC(=CC=C1C#N)C(C2=CC=C(C=C2)C#N)N3C=NC=N3. Drug 2: COCCOC1=C(C=C2C(=C1)C(=NC=N2)NC3=CC=CC(=C3)C#C)OCCOC.Cl. Cell line: SNB-19. Synergy scores: CSS=0.363, Synergy_ZIP=0.922, Synergy_Bliss=2.31, Synergy_Loewe=-2.51, Synergy_HSA=-1.56. (10) Drug 1: CC1=C2C(C(=O)C3(C(CC4C(C3C(C(C2(C)C)(CC1OC(=O)C(C(C5=CC=CC=C5)NC(=O)OC(C)(C)C)O)O)OC(=O)C6=CC=CC=C6)(CO4)OC(=O)C)OC)C)OC. Drug 2: CC1OCC2C(O1)C(C(C(O2)OC3C4COC(=O)C4C(C5=CC6=C(C=C35)OCO6)C7=CC(=C(C(=C7)OC)O)OC)O)O. Cell line: SK-MEL-5. Synergy scores: CSS=31.6, Synergy_ZIP=-9.52, Synergy_Bliss=-8.95, Synergy_Loewe=-9.81, Synergy_HSA=-4.09.